From a dataset of Experimentally validated miRNA-target interactions with 360,000+ pairs, plus equal number of negative samples. Binary Classification. Given a miRNA mature sequence and a target amino acid sequence, predict their likelihood of interaction. (1) The protein sequence of the target gene is MAYGVPRKNTVKTILRGSCYNVQEPWDIALLAKTWSTNLANIKLPFLEEISFGGSVQLTKCTTIKDGLLPSAESIKLEREYEVKRLCKLKCQENTSKEIQLLLRERPAGLRRPLPSK. The miRNA is hsa-miR-1238-3p with sequence CUUCCUCGUCUGUCUGCCCC. Result: 1 (interaction). (2) The miRNA is hsa-miR-32-5p with sequence UAUUGCACAUUACUAAGUUGCA. The protein sequence of the target gene is MAAYKLVLIRHGESTWNLENRFSCWYDADLSPAGHEEAKRGGQALRDAGYEFDICLTSVQKRVIRTLWTVLDAIDQMWLPVVRTWRLNERHYGGLTGLNKAETAAKHGEAQVKIWRRSYDVPPPPMEPDHPFYSNISKDRRYADLTEDQLPSYESPKDTIARALPFWNEEIVPQIKEGKRVLIAAHGNSLQGIAKHVEGLSEEAIMELNLPTGIPIVYELDKNLKPIKPMQFLGDEETVCKAIEAVAAQGKAKK. Result: 1 (interaction). (3) The miRNA is hsa-miR-200c-3p with sequence UAAUACUGCCGGGUAAUGAUGGA. The protein sequence of the target gene is MSRRKQSKPRQIKRPLEDAIEDEEEECPSEETDIISKGDFPLEESFSTEFGPENLSCEEVEYFCNKGDDEGIQETAESDGDTQSEKPGQPGVETDDWDGPGELEVFQKDGERKIQSRQQLPVGTTWGPFPGKMDLNNNSLKTKAQVPMVLTAGPKWLLDVTWQGVEDNKNNCIVYSKGGQLWCTTTKAISEGEELIAFVVDFDSRLQAASQMTLTEGMYPARLLDSIQLLPQQAAMASILPTAIVNKDIFPCKSCGIWYRSERNLQAHLMYYCSGRQREAAPVSEENEDSAHQISSLCPF.... Result: 1 (interaction). (4) The miRNA is hsa-miR-4321 with sequence UUAGCGGUGGACCGCCCUGCG. The protein sequence of the target gene is MPPRPGRLLQPLAGLPALATLLLLLGARKGARAQEVEADSGVEQDPHAKHLYTADMFTHGIQSAAHFVMFFAPWCGHCQRLQPTWNDLGDKYNSMEDAKVYVAKVDCTADSDVCSAQGVRGYPTLKFFKPGQEAVKYQGPRDFETLENWMLQTLNEEPATPEPEAEPPRAPELKQGLYELSANNFELHVSQGNHFIKFFAPWCGHCKALAPTWEQLALGLEHSETVKIGKVDCTQHYAVCSEHQVRGYPTLLWFRDGKKVDQYKGKRDLESLRDYVQSQLQGSEAAPETVEPSEAPVMAA.... Result: 0 (no interaction). (5) The miRNA is hsa-miR-3130-5p with sequence UACCCAGUCUCCGGUGCAGCC. The protein sequence of the target gene is MGEKVSEAPEPVPRGCSGHGARTLVSSAAAVSSEGASSAESSSGSETLSEEGEPSRFSCRSQPPRPPGGALGTRLPAAWAPARVALERGVPTLPLPHPGGAVLPVPQVSSASQEEQDEELDHILSPPPMPFRKCSNPDVACGLGKSLKYKRQLSEDGKQLRRGSLGGALTGRYLLPNPVAGQAWPASAETSNLVRMRSQALGQSAPSLTASLKELSLPRRGSLCRTSNRKSLIGNGQSPALPRPHSPLSAHAGNSPQDSPRNFSPSASAHFSFARRTDGRRWSLASLPSSGYGTNTPSST.... Result: 0 (no interaction). (6) The miRNA is hsa-miR-548aa with sequence AAAAACCACAAUUACUUUUGCACCA. The protein sequence of the target gene is MSDMEDDFMCDDEEDYDLEYSEDSNSEPNVDLENQYYNSKALKEDDPKAALSSFQKVLELEGEKGEWGFKALKQMIKINFKLTNFPEMMNRYKQLLTYIRSAVTRNYSEKSINSILDYISTSKQMDLLQEFYETTLEALKDAKNDRLWFKTNTKLGKLYLEREEYGKLQKILRQLHQSCQTDDGEDDLKKGTQLLEIYALEIQMYTAQKNNKKLKALYEQSLHIKSAIPHPLIMGVIRECGGKMHLREGEFEKAHTDFFEAFKNYDESGSPRRTTCLKYLVLANMLMKSGINPFDSQEAK.... Result: 0 (no interaction).